From a dataset of Catalyst prediction with 721,799 reactions and 888 catalyst types from USPTO. Predict which catalyst facilitates the given reaction. Reactant: [CH3:1][O:2][C:3]1[CH:12]=[C:11]2[C:6]([CH2:7][CH2:8][C@@H:9](OS(C3C=CC=C([N+]([O-])=O)C=3)(=O)=O)[CH2:10]2)=[CH:5][CH:4]=1.[NH3:26]. Product: [CH3:1][O:2][C:3]1[CH:12]=[C:11]2[C:6]([CH2:7][CH2:8][C@H:9]([NH2:26])[CH2:10]2)=[CH:5][CH:4]=1. The catalyst class is: 5.